Dataset: Forward reaction prediction with 1.9M reactions from USPTO patents (1976-2016). Task: Predict the product of the given reaction. (1) Given the reactants Br[C:2]1[CH:7]=[CH:6][N:5]=[C:4]([C:8]([CH3:11])([CH3:10])[CH3:9])[CH:3]=1.[Li]CCCC.C(O[B:21]1[O:25][C:24]([CH3:27])([CH3:26])[C:23]([CH3:29])([CH3:28])[O:22]1)(C)C, predict the reaction product. The product is: [C:8]([C:4]1[CH:3]=[C:2]([B:21]2[O:25][C:24]([CH3:27])([CH3:26])[C:23]([CH3:29])([CH3:28])[O:22]2)[CH:7]=[CH:6][N:5]=1)([CH3:11])([CH3:10])[CH3:9]. (2) Given the reactants Br[C:2]1[CH:3]=[C:4]([S:8]([N:11]2[CH:15]=[CH:14][N:13]=[C:12]2[CH3:16])(=[O:10])=[O:9])[CH:5]=[CH:6][CH:7]=1.[F:17][C:18]1[CH:23]=[C:22]([C:24]([F:27])([F:26])[F:25])[CH:21]=[CH:20][C:19]=1B(O)O.O1CCCC1.C(=O)([O-])[O-].[K+].[K+], predict the reaction product. The product is: [F:17][C:18]1[CH:23]=[C:22]([C:24]([F:25])([F:26])[F:27])[CH:21]=[CH:20][C:19]=1[C:2]1[CH:7]=[CH:6][CH:5]=[C:4]([S:8]([N:11]2[CH:15]=[CH:14][N:13]=[C:12]2[CH3:16])(=[O:10])=[O:9])[CH:3]=1. (3) The product is: [CH3:11][O:12][C:13]1[CH:14]=[CH:15][C:16]([NH:19][CH2:20][CH2:21][C:22]2[C:30]3[CH:29]=[CH:28][CH:27]=[CH:26][C:25]=3[N:24]3[CH2:31][CH2:32][NH:33][CH2:34][CH2:35][C:23]=23)=[CH:17][CH:18]=1. Given the reactants [H-].[Al+3].[Li+].[H-].[H-].[H-].[Cl-].[Cl-].[Cl-].[Al+3].[CH3:11][O:12][C:13]1[CH:18]=[CH:17][C:16]([NH:19][C:20](=O)[C:21](=O)[C:22]2[C:30]3[CH:29]=[CH:28][CH:27]=[CH:26][C:25]=3[N:24]3[CH2:31][CH2:32][NH:33][CH2:34][CH2:35][C:23]=23)=[CH:15][CH:14]=1, predict the reaction product. (4) Given the reactants [CH2:1]([C:9]1[CH:14]=[CH:13][NH:12][C:11](=[O:15])[CH:10]=1)[CH2:2][C:3]1[CH:8]=[CH:7][CH:6]=[CH:5][CH:4]=1.Br[C:17]1[CH:25]=[C:24]2[C:20]([C:21]3[CH2:30][CH2:29][N:28]([C:31]([O:33][C:34]([CH3:37])([CH3:36])[CH3:35])=[O:32])[CH2:27][C:22]=3[N:23]2[CH3:26])=[CH:19][CH:18]=1, predict the reaction product. The product is: [CH3:26][N:23]1[C:24]2[C:20](=[CH:19][CH:18]=[C:17]([N:12]3[CH:13]=[CH:14][C:9]([CH2:1][CH2:2][C:3]4[CH:8]=[CH:7][CH:6]=[CH:5][CH:4]=4)=[CH:10][C:11]3=[O:15])[CH:25]=2)[C:21]2[CH2:30][CH2:29][N:28]([C:31]([O:33][C:34]([CH3:37])([CH3:36])[CH3:35])=[O:32])[CH2:27][C:22]1=2. (5) Given the reactants [C:1]([O:5][C:6]([N:8]1[CH2:11][CH:10]([C:12]([OH:14])=O)[CH2:9]1)=[O:7])([CH3:4])([CH3:3])[CH3:2].F[P-](F)(F)(F)(F)F.N1(OC(N(C)C)=[N+](C)C)C2N=CC=CC=2N=N1.Cl.[NH2:40][C:41]1[CH:42]=[C:43]2[C:52](=[CH:53][CH:54]=1)[S:51][C:50]1[C:49]([C:55]3[NH:60][C:59](=[O:61])[CH:58]=[C:57]([N:62]4[CH2:67][CH2:66][O:65][CH2:64][CH2:63]4)[CH:56]=3)=[CH:48][CH:47]=[CH:46][C:45]=1[S:44]2.C(=O)([O-])O.[Na+], predict the reaction product. The product is: [O:65]1[CH2:64][CH2:63][N:62]([C:57]2[CH:56]=[C:55]([C:49]3[CH:48]=[CH:47][CH:46]=[C:45]4[C:50]=3[S:51][C:52]3[CH:53]=[CH:54][C:41]([NH:40][C:12]([CH:10]5[CH2:9][N:8]([C:6]([O:5][C:1]([CH3:2])([CH3:3])[CH3:4])=[O:7])[CH2:11]5)=[O:14])=[CH:42][C:43]=3[S:44]4)[NH:60][C:59](=[O:61])[CH:58]=2)[CH2:67][CH2:66]1. (6) Given the reactants [NH2:1][C:2]1[C:11]([O:12][C@@H:13]([C:20]2[CH:25]=[CH:24][CH:23]=[CH:22][CH:21]=2)[CH2:14][N:15]2[CH:19]=[CH:18][N:17]=[CH:16]2)=[CH:10][CH:9]=[C:8]2[C:3]=1[CH2:4][CH2:5][CH2:6][C:7]2=[O:26].Cl.[N:28]1[CH:33]=[CH:32][CH:31]=[CH:30][C:29]=1[CH2:34][C:35](O)=[O:36].CCN=C=NCCCN(C)C.Cl, predict the reaction product. The product is: [N:15]1([CH2:14][C@H:13]([C:20]2[CH:25]=[CH:24][CH:23]=[CH:22][CH:21]=2)[O:12][C:11]2[CH:10]=[CH:9][C:8]3[C:7](=[O:26])[CH2:6][CH2:5][CH2:4][C:3]=3[C:2]=2[NH:1][C:35](=[O:36])[CH2:34][C:29]2[CH:30]=[CH:31][CH:32]=[CH:33][N:28]=2)[CH:19]=[CH:18][N:17]=[CH:16]1.